This data is from Blood-brain barrier permeability classification from the B3DB database. The task is: Regression/Classification. Given a drug SMILES string, predict its absorption, distribution, metabolism, or excretion properties. Task type varies by dataset: regression for continuous measurements (e.g., permeability, clearance, half-life) or binary classification for categorical outcomes (e.g., BBB penetration, CYP inhibition). Dataset: b3db_classification. (1) The compound is COc1c(C)c2c(c(O)c1CC=C(C)CCC(=O)OCCN1CCOCC1)C(=O)OC2. The result is 0 (does not penetrate BBB). (2) The result is 1 (penetrates BBB). The drug is CC(=O)[C@@]12OC(C)(C)O[C@@H]1C[C@H]1[C@@H]3CCC4=CC(=O)C=C[C@]4(C)[C@@]3(F)[C@@H](O)C[C@@]12C.